From a dataset of Peptide-MHC class I binding affinity with 185,985 pairs from IEDB/IMGT. Regression. Given a peptide amino acid sequence and an MHC pseudo amino acid sequence, predict their binding affinity value. This is MHC class I binding data. (1) The peptide sequence is ALKNNGKVV. The MHC is HLA-A02:01 with pseudo-sequence HLA-A02:01. The binding affinity (normalized) is 0.0130. (2) The peptide sequence is MWLSYFVASF. The MHC is HLA-A26:01 with pseudo-sequence HLA-A26:01. The binding affinity (normalized) is 0.542. (3) The peptide sequence is FTMRLLSPV. The MHC is HLA-A68:02 with pseudo-sequence HLA-A68:02. The binding affinity (normalized) is 1.00. (4) The peptide sequence is PQVGGLTSIK. The MHC is HLA-A11:01 with pseudo-sequence HLA-A11:01. The binding affinity (normalized) is 0.190. (5) The peptide sequence is EMRFAYICT. The MHC is HLA-A26:02 with pseudo-sequence HLA-A26:02. The binding affinity (normalized) is 0.0847. (6) The MHC is HLA-B15:02 with pseudo-sequence HLA-B15:02. The binding affinity (normalized) is 0.0847. The peptide sequence is ILGETAWDF. (7) The peptide sequence is YMYAVSGAL. The MHC is HLA-B46:01 with pseudo-sequence HLA-B46:01. The binding affinity (normalized) is 0.309. (8) The peptide sequence is CCFHCQVC. The MHC is HLA-B54:01 with pseudo-sequence HLA-B54:01. The binding affinity (normalized) is 0. (9) The binding affinity (normalized) is 0.236. The MHC is HLA-A02:02 with pseudo-sequence HLA-A02:02. The peptide sequence is RMYSPTSI. (10) The peptide sequence is EFVMCLEAK. The MHC is HLA-A31:01 with pseudo-sequence HLA-A31:01. The binding affinity (normalized) is 0.151.